From a dataset of Catalyst prediction with 721,799 reactions and 888 catalyst types from USPTO. Predict which catalyst facilitates the given reaction. (1) Reactant: [CH2:1]([O:8][C:9]1[CH:17]=[CH:16][CH:15]=[C:14]2[C:10]=1[CH:11]=[C:12]([C:18]([O:20][CH2:21][CH3:22])=[O:19])[NH:13]2)[C:2]1[CH:7]=[CH:6][CH:5]=[CH:4][CH:3]=1.[H-].[Na+].[CH3:25]I.O. Product: [CH2:1]([O:8][C:9]1[CH:17]=[CH:16][CH:15]=[C:14]2[C:10]=1[CH:11]=[C:12]([C:18]([O:20][CH2:21][CH3:22])=[O:19])[N:13]2[CH3:25])[C:2]1[CH:3]=[CH:4][CH:5]=[CH:6][CH:7]=1. The catalyst class is: 3. (2) Reactant: [CH:1]1[CH:2]=[CH:3][C:4]2[N:9]=[C:8]([S+:10]([O-:18])[CH2:11][C:12]3[CH:13]=[CH:14][CH:15]=[CH:16][N:17]=3)[NH:7][C:5]=2[CH:6]=1.C=O.[CH3:21][C:22]([S:40][N:41]=[O:42])([CH3:39])[CH2:23][N:24]([CH2:32][C:33]1[CH:38]=[CH:37][CH:36]=[CH:35][CH:34]=1)[C:25]([CH2:27][CH2:28][C:29]([OH:31])=[O:30])=[O:26].[CH:43]1(N=C=NC2CCCCC2)CCCCC1. Product: [N:17]1[CH:16]=[CH:15][CH:14]=[CH:13][C:12]=1[CH2:11][S:10]([C:8]1[NH:7][C:5]2[C:6]([CH2:43][O:30][C:29](=[O:31])[CH2:28][CH2:27][C:25](=[O:26])[N:24]([CH2:23][C:22]([CH3:21])([S:40][N:41]=[O:42])[CH3:39])[CH2:32][C:33]3[CH:38]=[CH:37][CH:36]=[CH:35][CH:34]=3)=[CH:1][CH:2]=[CH:3][C:4]=2[N:9]=1)=[O:18]. The catalyst class is: 10. (3) Reactant: [F:1][CH:2]([F:12])[C:3]1[C:7]([C:8](Cl)=[O:9])=[CH:6][N:5]([CH3:11])[N:4]=1.[CH:13]1([NH:16][CH:17]([CH3:27])[CH2:18][N:19]([CH3:26])[C:20]2[CH:25]=[CH:24][CH:23]=[CH:22][CH:21]=2)[CH2:15][CH2:14]1.C(N(CC)CC)C.CCCCCCC.C(OCC)(=O)C. The catalyst class is: 7. Product: [CH:13]1([N:16]([CH:17]([CH3:27])[CH2:18][N:19]([CH3:26])[C:20]2[CH:25]=[CH:24][CH:23]=[CH:22][CH:21]=2)[C:8]([C:7]2[C:3]([CH:2]([F:12])[F:1])=[N:4][N:5]([CH3:11])[CH:6]=2)=[O:9])[CH2:15][CH2:14]1.